Predict the reactants needed to synthesize the given product. From a dataset of Full USPTO retrosynthesis dataset with 1.9M reactions from patents (1976-2016). (1) The reactants are: [NH2:1][C:2]1[CH:3]=[CH:4][CH:5]=[CH:6][C:7]=1[O:8][CH2:9][C:10]1[CH:15]=[CH:14][CH:13]=[CH:12][CH:11]=1.C(N(CC)CC)C.[CH2:23]([S:26](Cl)(=[O:28])=[O:27])[CH2:24][CH3:25]. Given the product [C:9]([OH:27])(=[O:8])[CH3:10].[CH2:9]([O:8][C:7]1[CH:6]=[CH:5][CH:4]=[CH:3][C:2]=1[NH:1][S:26]([CH2:23][CH2:24][CH3:25])(=[O:28])=[O:27])[C:10]1[CH:15]=[CH:14][CH:13]=[CH:12][CH:11]=1, predict the reactants needed to synthesize it. (2) Given the product [CH3:19][C:20]1([CH3:26])[CH2:24][N:23]([C:2]2[CH:3]=[N:4][N:5]3[CH2:10][CH:9]([CH3:11])[N:8]([C:12]([O:14][C:15]([CH3:18])([CH3:17])[CH3:16])=[O:13])[CH2:7][C:6]=23)[C:22](=[O:25])[CH2:21]1, predict the reactants needed to synthesize it. The reactants are: I[C:2]1[CH:3]=[N:4][N:5]2[CH2:10][CH:9]([CH3:11])[N:8]([C:12]([O:14][C:15]([CH3:18])([CH3:17])[CH3:16])=[O:13])[CH2:7][C:6]=12.[CH3:19][C:20]1([CH3:26])[CH2:24][NH:23][C:22](=[O:25])[CH2:21]1.[C@H]1(N)CCCC[C@@H]1N.[O-]P([O-])([O-])=O.[K+].[K+].[K+]. (3) Given the product [F:29][C:3]([F:2])([F:28])[CH2:4][O:5][C:6]([N:8]1[CH2:14][CH2:13][C:12](=[O:16])[N:11]([CH2:17][C:18]([F:19])([F:20])[F:21])[C:10]2[CH:22]=[CH:23][CH:24]=[CH:25][C:9]1=2)=[O:7], predict the reactants needed to synthesize it. The reactants are: Cl.[F:2][C:3]([F:29])([F:28])[CH2:4][O:5][C:6]([N:8]1[CH2:14][C@H:13](N)[C:12](=[O:16])[N:11]([CH2:17][C:18]([F:21])([F:20])[F:19])[C:10]2[CH:22]=[C:23](F)[C:24](F)=[CH:25][C:9]1=2)=[O:7].OC(C)(C(NCC(F)(F)C(F)(F)F)=O)C(O)=O.ON1C2C=CC=CC=2N=N1. (4) Given the product [Cl:1][C:2]1[N:3]=[C:4]([N:15]2[CH2:20][CH2:19][O:18][CH2:17][CH2:16]2)[C:5]2[S:10][C:9]([CH2:11][N:12]([CH3:13])[C:26](=[O:27])[CH2:25][C:21]([CH3:24])([CH3:23])[CH3:22])=[C:8]([CH3:14])[C:6]=2[N:7]=1, predict the reactants needed to synthesize it. The reactants are: [Cl:1][C:2]1[N:3]=[C:4]([N:15]2[CH2:20][CH2:19][O:18][CH2:17][CH2:16]2)[C:5]2[S:10][C:9]([CH2:11][NH:12][CH3:13])=[C:8]([CH3:14])[C:6]=2[N:7]=1.[C:21]([CH2:25][C:26](Cl)=[O:27])([CH3:24])([CH3:23])[CH3:22]. (5) Given the product [C:27]([O:31][C:32]([N:34]1[CH2:39][CH2:38][CH:37]([NH:40][C:24]([C:21]2[C:17]3[N:18]=[CH:19][N:20]=[C:15]([C:7]4[CH:8]=[C:9]([F:14])[C:10]([O:12][CH3:13])=[CH:11][C:6]=4[O:5][CH2:4][CH:1]4[CH2:3][CH2:2]4)[C:16]=3[NH:23][CH:22]=2)=[O:26])[CH2:36][CH2:35]1)=[O:33])([CH3:30])([CH3:28])[CH3:29], predict the reactants needed to synthesize it. The reactants are: [CH:1]1([CH2:4][O:5][C:6]2[CH:11]=[C:10]([O:12][CH3:13])[C:9]([F:14])=[CH:8][C:7]=2[C:15]2[C:16]3[NH:23][CH:22]=[C:21]([C:24]([OH:26])=O)[C:17]=3[N:18]=[CH:19][N:20]=2)[CH2:3][CH2:2]1.[C:27]([O:31][C:32]([N:34]1[CH2:39][CH2:38][CH:37]([NH2:40])[CH2:36][CH2:35]1)=[O:33])([CH3:30])([CH3:29])[CH3:28]. (6) Given the product [CH:1]([N:4]1[C:12]2[CH:11]=[CH:10][N:9]=[CH:8][C:7]=2[C:6]([C:13]([OH:15])=[O:14])=[N:5]1)([CH3:3])[CH3:2], predict the reactants needed to synthesize it. The reactants are: [CH:1]([N:4]1[C:12]2[CH:11]=[CH:10][N:9]=[CH:8][C:7]=2[C:6]([C:13]([O:15]CC)=[O:14])=[N:5]1)([CH3:3])[CH3:2].[OH-].[Na+]. (7) Given the product [CH3:18][O:19][C:20]1[CH:21]=[C:22]([CH2:26][C:27]([CH:3]2[C:4](=[O:7])[CH2:5][CH2:6][O:1][CH2:2]2)=[O:28])[CH:23]=[CH:24][CH:25]=1, predict the reactants needed to synthesize it. The reactants are: [O:1]1[CH2:6][CH2:5][C:4](=[O:7])[CH2:3][CH2:2]1.[Li+].C[Si]([N-][Si](C)(C)C)(C)C.[CH3:18][O:19][C:20]1[CH:21]=[C:22]([CH2:26][C:27](Cl)=[O:28])[CH:23]=[CH:24][CH:25]=1.C(O)(=O)C. (8) Given the product [CH2:16]([O:18][C:19](=[O:24])[CH:20]([O:15][CH2:14][CH:11]1[CH2:12][CH2:13][N:8]([C:1]([O:3][C:4]([CH3:7])([CH3:6])[CH3:5])=[O:2])[CH2:9][CH2:10]1)[CH2:21][CH3:22])[CH3:17], predict the reactants needed to synthesize it. The reactants are: [C:1]([N:8]1[CH2:13][CH2:12][CH:11]([CH2:14][OH:15])[CH2:10][CH2:9]1)([O:3][C:4]([CH3:7])([CH3:6])[CH3:5])=[O:2].[CH2:16]([O:18][C:19](=[O:24])[CH:20](Br)[CH2:21][CH3:22])[CH3:17].[H-].[Na+].O.